This data is from Catalyst prediction with 721,799 reactions and 888 catalyst types from USPTO. The task is: Predict which catalyst facilitates the given reaction. (1) The catalyst class is: 38. Product: [C:28]([C:24]1[C:11]2[N:12]([CH2:13][C@@H:14]3[CH2:18][CH2:17][N:16]([C:19]([CH:21]4[CH2:23][CH2:22]4)=[O:20])[CH2:15]3)[C:8]([C:5]3[CH:4]=[CH:3][C:2]([C:40]4[CH:39]=[CH:38][CH:37]=[C:36]([NH:35][S:32]([N:31]([CH3:45])[CH3:30])(=[O:34])=[O:33])[CH:41]=4)=[CH:7][CH:6]=3)=[N:9][C:10]=2[CH:27]=[CH:26][CH:25]=1)#[N:29]. Reactant: Br[C:2]1[CH:7]=[CH:6][C:5]([C:8]2[N:12]([CH2:13][C@@H:14]3[CH2:18][CH2:17][N:16]([C:19]([CH:21]4[CH2:23][CH2:22]4)=[O:20])[CH2:15]3)[C:11]3[C:24]([C:28]#[N:29])=[CH:25][CH:26]=[CH:27][C:10]=3[N:9]=2)=[CH:4][CH:3]=1.[CH3:30][N:31]([CH3:45])[S:32]([NH:35][C:36]1[CH:37]=[C:38](B(O)O)[CH:39]=[CH:40][CH:41]=1)(=[O:34])=[O:33].C(=O)([O-])[O-].[K+].[K+]. (2) Reactant: [C:1]([OH:12])(=[O:11])[C:2]1[CH:10]=[CH:9][CH:8]=[C:4]([C:5]([OH:7])=[O:6])[CH:3]=1.[CH2:13]([C:15]1[NH:16][CH:17]=[C:18]([CH3:20])[N:19]=1)[CH3:14]. Product: [C:1]([OH:12])(=[O:11])[C:2]1[CH:10]=[CH:9][CH:8]=[C:4]([C:5]([OH:7])=[O:6])[CH:3]=1.[CH2:13]([C:15]1[NH:16][CH:17]=[C:18]([CH3:20])[N:19]=1)[CH3:14]. The catalyst class is: 21. (3) Reactant: Cl.[N:2]12[CH2:9][CH2:8][CH:5]([CH2:6][CH2:7]1)[C:4](=[O:10])[CH2:3]2.C[O-].[Na+]. Product: [N:2]12[CH2:9][CH2:8][CH:5]([CH2:6][CH2:7]1)[C:4](=[O:10])[CH2:3]2. The catalyst class is: 5. (4) Reactant: [C:1]([O:5][C:6]([NH:8][C@H:9]([C:19]1[C:24](B(O)O)=[CH:23][CH:22]=[C:21]([C:28]#[C:29][C:30]([OH:33])([CH3:32])[CH3:31])[N:20]=1)[CH2:10][C:11]1[CH:16]=[C:15]([F:17])[CH:14]=[C:13]([F:18])[CH:12]=1)=[O:7])([CH3:4])([CH3:3])[CH3:2].Br[C:35]1[C:36]2[N:37]([C:41]([NH:44][CH2:45][C:46]([F:49])([F:48])[F:47])=[N:42][N:43]=2)[CH:38]=[CH:39][CH:40]=1.C([O-])([O-])=O.[K+].[K+].[Li+].[Cl-]. Product: [F:18][C:13]1[CH:12]=[C:11]([CH2:10][C@H:9]([NH:8][C:6](=[O:7])[O:5][C:1]([CH3:4])([CH3:3])[CH3:2])[C:19]2[C:24]([C:35]3[C:36]4[N:37]([C:41]([NH:44][CH2:45][C:46]([F:47])([F:48])[F:49])=[N:42][N:43]=4)[CH:38]=[CH:39][CH:40]=3)=[CH:23][CH:22]=[C:21]([C:28]#[C:29][C:30]([OH:33])([CH3:32])[CH3:31])[N:20]=2)[CH:16]=[C:15]([F:17])[CH:14]=1. The catalyst class is: 184. (5) Reactant: [C:1]([O:5][C:6]([NH:8][C@H:9]([CH2:27][C:28]1[CH:33]=[C:32]([F:34])[CH:31]=[CH:30][C:29]=1[F:35])[CH2:10][C:11]([N:13]1[CH2:18][CH2:17][N:16]2[CH:19]=[C:20]([C:22]([O:24]CC)=[O:23])[N:21]=[C:15]2[CH2:14]1)=[O:12])=[O:7])([CH3:4])([CH3:3])[CH3:2].[OH-].[Li+]. Product: [C:1]([O:5][C:6]([NH:8][C@H:9]([CH2:27][C:28]1[CH:33]=[C:32]([F:34])[CH:31]=[CH:30][C:29]=1[F:35])[CH2:10][C:11]([N:13]1[CH2:18][CH2:17][N:16]2[CH:19]=[C:20]([C:22]([OH:24])=[O:23])[N:21]=[C:15]2[CH2:14]1)=[O:12])=[O:7])([CH3:4])([CH3:2])[CH3:3]. The catalyst class is: 30.